Dataset: Full USPTO retrosynthesis dataset with 1.9M reactions from patents (1976-2016). Task: Predict the reactants needed to synthesize the given product. (1) Given the product [F:32][C:16]1[CH:15]=[C:14]([CH:19]=[C:18]([F:20])[C:17]=1[O:21][Si:22]([CH:29]([CH3:31])[CH3:30])([CH:23]([CH3:25])[CH3:24])[CH:26]([CH3:28])[CH3:27])[CH2:13][CH:9]([CH2:10][OH:11])[CH2:8][CH2:7][CH2:6][CH2:5][C:4]([O:3][CH2:1][CH3:2])=[O:33], predict the reactants needed to synthesize it. The reactants are: [CH2:1]([O:3][C:4](=[O:33])[CH2:5][CH2:6][CH2:7][CH2:8][CH:9]([CH2:13][C:14]1[CH:19]=[C:18]([F:20])[C:17]([O:21][Si:22]([CH:29]([CH3:31])[CH3:30])([CH:26]([CH3:28])[CH3:27])[CH:23]([CH3:25])[CH3:24])=[C:16]([F:32])[CH:15]=1)[C:10](O)=[O:11])[CH3:2].O. (2) Given the product [ClH:62].[CH3:19][N:17]([CH3:18])[CH2:16][CH2:15][CH2:14][NH:13][C:9]1[CH:8]=[C:7]([CH2:6][C:5]2[CH:20]=[CH:21][C:2]([NH:1][C:45]([NH:47][C:48](=[O:57])[CH2:49][C:50]3[CH:55]=[CH:54][C:53]([F:56])=[CH:52][CH:51]=3)=[O:46])=[CH:3][C:4]=2[F:22])[CH:12]=[CH:11][N:10]=1, predict the reactants needed to synthesize it. The reactants are: [NH2:1][C:2]1[CH:21]=[CH:20][C:5]([CH2:6][C:7]2[CH:12]=[CH:11][N:10]=[C:9]([NH:13][CH2:14][CH2:15][CH2:16][N:17]([CH3:19])[CH3:18])[CH:8]=2)=[C:4]([F:22])[CH:3]=1.COC1C=CC(CNC2N=CN=C(OC3C=CC(N[C:45]([NH:47][C:48](=[O:57])[CH2:49][C:50]4[CH:55]=[CH:54][C:53]([F:56])=[CH:52][CH:51]=4)=[O:46])=CC=3F)C=2)=CC=1.C(Cl)[Cl:62]. (3) The reactants are: [S:1]([C:12]1[CH:17]=[CH:16][CH:15]=[CH:14][CH:13]=1)[C@H:2]1[O:10][C@@H:9]([CH3:11])[C@@H:7]([OH:8])[C@@H:5]([OH:6])[C@@H:3]1[OH:4].[CH2:18](Cl)[C:19]1[CH:24]=[CH:23][CH:22]=[CH:21][CH:20]=1.[OH-].[Na+].CO. Given the product [CH2:18]([O:4][C@H:3]1[C@H:5]([O:6][CH2:18][C:19]2[CH:24]=[CH:23][CH:22]=[CH:21][CH:20]=2)[C@H:7]([O:8][CH2:18][C:19]2[CH:24]=[CH:23][CH:22]=[CH:21][CH:20]=2)[C@H:9]([CH3:11])[O:10][C@@H:2]1[S:1][C:12]1[CH:13]=[CH:14][CH:15]=[CH:16][CH:17]=1)[C:19]1[CH:24]=[CH:23][CH:22]=[CH:21][CH:20]=1, predict the reactants needed to synthesize it.